Dataset: Forward reaction prediction with 1.9M reactions from USPTO patents (1976-2016). Task: Predict the product of the given reaction. (1) Given the reactants [C@H:1]12[CH2:6][C@H:5]1[CH2:4][NH:3][C@@H:2]2[CH2:7][NH:8][C:9]([C:11]1[N:18]2[C:14]([S:15][CH:16]=[CH:17]2)=[N:13][C:12]=1[CH3:19])=[O:10].[Br:20][C:21]1[CH:25]=[CH:24][S:23][C:22]=1[C:26](O)=[O:27], predict the reaction product. The product is: [Br:20][C:21]1[CH:25]=[CH:24][S:23][C:22]=1[C:26]([N:3]1[CH2:4][C@H:5]2[C@H:1]([CH2:6]2)[C@H:2]1[CH2:7][NH:8][C:9]([C:11]1[N:18]2[C:14]([S:15][CH:16]=[CH:17]2)=[N:13][C:12]=1[CH3:19])=[O:10])=[O:27]. (2) Given the reactants [Cl:1][C:2]1[CH:3]=[CH:4][C:5]([CH3:11])=[C:6](B(O)O)[CH:7]=1.C(=O)([O-])[O-].[Cs+].[Cs+].[C:18]1([CH3:27])[C:19]([C:24](Cl)=[O:25])=[CH:20][CH:21]=[CH:22][CH:23]=1, predict the reaction product. The product is: [Cl:1][C:2]1[CH:3]=[CH:4][C:5]([CH3:11])=[C:6]([C:24]([C:19]2[CH:20]=[CH:21][CH:22]=[CH:23][C:18]=2[CH3:27])=[O:25])[CH:7]=1. (3) Given the reactants [C:1]([C:5]1[N:10]=[CH:9][C:8]([C:11]2[N:12]([C:32](Cl)=[O:33])[C@@:13]([C:25]3[CH:30]=[CH:29][C:28]([Cl:31])=[CH:27][CH:26]=3)([CH3:24])[C@@:14]([C:17]3[CH:22]=[CH:21][C:20]([Cl:23])=[CH:19][CH:18]=3)([CH3:16])[N:15]=2)=[C:7]([O:35][CH2:36][CH3:37])[CH:6]=1)([CH3:4])([CH3:3])[CH3:2].[N:38]1([CH2:44][CH2:45][O:46][CH2:47][CH2:48][OH:49])[CH2:43][CH2:42][NH:41][CH2:40][CH2:39]1, predict the reaction product. The product is: [C:1]([C:5]1[N:10]=[CH:9][C:8]([C:11]2[N:12]([C:32]([N:41]3[CH2:40][CH2:39][N:38]([CH2:44][CH2:45][O:46][CH2:47][CH2:48][OH:49])[CH2:43][CH2:42]3)=[O:33])[C@@:13]([C:25]3[CH:26]=[CH:27][C:28]([Cl:31])=[CH:29][CH:30]=3)([CH3:24])[C@@:14]([C:17]3[CH:22]=[CH:21][C:20]([Cl:23])=[CH:19][CH:18]=3)([CH3:16])[N:15]=2)=[C:7]([O:35][CH2:36][CH3:37])[CH:6]=1)([CH3:2])([CH3:3])[CH3:4]. (4) The product is: [CH3:23][C:22]12[N:11]([CH2:12][CH2:29][CH2:24][CH3:25])[CH2:10][C:5]([CH2:1][CH3:2])([CH2:6][O:8]1)[CH2:9][O:21]2. Given the reactants [CH2:1]([C:5]([CH2:10][NH:11][CH3:12])([CH3:9])[CH:6]([OH:8])O)[CH2:2]CC.C([O:21][CH2:22][CH3:23])(OCC)(OCC)C.[C:24]1(C)[C:25](S(O)(=O)=O)=CC=C[CH:29]=1, predict the reaction product. (5) Given the reactants [CH2:1]([CH2:3][NH2:4])[OH:2].C([O:7][C:8]([C:10]1[C:11]2[S:19][CH:18]=[C:17]([CH2:20][O:21][C:22]3[CH:27]=[C:26]([C:28]4[NH:32][C:31]([CH3:33])=[N:30][N:29]=4)[CH:25]=[CH:24][C:23]=3[CH3:34])[C:12]=2[C:13]([NH2:16])=[N:14][CH:15]=1)=O)C, predict the reaction product. The product is: [OH:2][CH2:1][CH2:3][NH:4][C:8]([C:10]1[C:11]2[S:19][CH:18]=[C:17]([CH2:20][O:21][C:22]3[CH:27]=[C:26]([C:28]4[NH:32][C:31]([CH3:33])=[N:30][N:29]=4)[CH:25]=[CH:24][C:23]=3[CH3:34])[C:12]=2[C:13]([NH2:16])=[N:14][CH:15]=1)=[O:7]. (6) Given the reactants Cl.[Cl:2][C:3]1[CH:4]=[C:5]2[C:9](=[CH:10][CH:11]=1)[NH:8][CH:7]=[C:6]2[CH2:12][CH2:13][NH2:14].[CH3:15][C:16]1[O:20][N:19]=[C:18]([C:21]2[CH:26]=[CH:25][CH:24]=[CH:23][CH:22]=2)[C:17]=1[C:27](Cl)=[O:28].C(N(CC)CC)C.C(OCC)(=O)C, predict the reaction product. The product is: [Cl:2][C:3]1[CH:4]=[C:5]2[C:9](=[CH:10][CH:11]=1)[NH:8][CH:7]=[C:6]2[CH2:12][CH2:13][NH:14][C:27]([C:17]1[C:18]([C:21]2[CH:26]=[CH:25][CH:24]=[CH:23][CH:22]=2)=[N:19][O:20][C:16]=1[CH3:15])=[O:28]. (7) The product is: [CH:22]1([C:20]([N:17]2[CH2:18][CH2:19][C@@H:15]([CH2:14][N:13]3[C:12](=[O:25])[C:11]([CH3:26])=[C:10]([CH3:27])[N:9]=[C:8]3[C:5]3[CH:6]=[CH:7][C:2]([C:35]4[CH:36]=[C:37]5[C:32]([CH:31]=[CH:30][NH:29]5)=[CH:33][CH:34]=4)=[CH:3][C:4]=3[F:28])[CH2:16]2)=[O:21])[CH2:24][CH2:23]1. Given the reactants Br[C:2]1[CH:7]=[CH:6][C:5]([C:8]2[N:13]([CH2:14][C@@H:15]3[CH2:19][CH2:18][N:17]([C:20]([CH:22]4[CH2:24][CH2:23]4)=[O:21])[CH2:16]3)[C:12](=[O:25])[C:11]([CH3:26])=[C:10]([CH3:27])[N:9]=2)=[C:4]([F:28])[CH:3]=1.[NH:29]1[C:37]2[C:32](=[CH:33][CH:34]=[C:35](B(O)O)[CH:36]=2)[CH:31]=[CH:30]1, predict the reaction product. (8) Given the reactants C(OC([N:8]1[CH2:14][CH2:13][C:12]2[C:15]([S:20][C:21](=O)N(C)C)=[C:16]([Cl:19])[CH:17]=[CH:18][C:11]=2[CH2:10][CH2:9]1)=O)(C)(C)C.[F:26][C:27]([F:37])([F:36])[C:28]1[CH:35]=[CH:34][CH:33]=[CH:32][C:29]=1CBr, predict the reaction product. The product is: [ClH:19].[Cl:19][C:16]1[CH:17]=[CH:18][C:11]2[CH2:10][CH2:9][NH:8][CH2:14][CH2:13][C:12]=2[C:15]=1[S:20][CH2:21][C:29]1[CH:32]=[CH:33][CH:34]=[CH:35][C:28]=1[C:27]([F:37])([F:36])[F:26].